From a dataset of Full USPTO retrosynthesis dataset with 1.9M reactions from patents (1976-2016). Predict the reactants needed to synthesize the given product. (1) Given the product [NH:38]1[C:39]2[C:35](=[C:34]([C:2]3[N:3]=[C:4]([N:20]4[CH2:25][CH2:24][O:23][CH2:22][CH2:21]4)[C:5]4[S:10][C:9]([C:11]5[CH:12]=[C:13]([CH:17]=[CH:18][CH:19]=5)[C:14]([OH:16])=[O:15])=[CH:8][C:6]=4[N:7]=3)[CH:42]=[CH:41][CH:40]=2)[CH:36]=[N:37]1, predict the reactants needed to synthesize it. The reactants are: Cl[C:2]1[N:3]=[C:4]([N:20]2[CH2:25][CH2:24][O:23][CH2:22][CH2:21]2)[C:5]2[S:10][C:9]([C:11]3[CH:12]=[C:13]([CH:17]=[CH:18][CH:19]=3)[C:14]([OH:16])=[O:15])=[CH:8][C:6]=2[N:7]=1.CC1(C)C(C)(C)OB([C:34]2[CH:42]=[CH:41][CH:40]=[C:39]3[C:35]=2[CH:36]=[N:37][NH:38]3)O1. (2) The reactants are: C[Si]([N-][Si](C)(C)C)(C)C.[Li+].[C:11]1([C:17](=[N:24][CH:25]2[CH2:30][CH2:29][CH2:28][CH:27]([C:31]([O:33][CH3:34])=[O:32])[CH2:26]2)[C:18]2[CH:23]=[CH:22][CH:21]=[CH:20][CH:19]=2)[CH:16]=[CH:15][CH:14]=[CH:13][CH:12]=1.[F:35][C:36]1[CH:43]=[CH:42][C:39]([CH2:40]Br)=[CH:38][CH:37]=1. Given the product [C:11]1([C:17](=[N:24][CH:25]2[CH2:30][CH2:29][CH2:28][C:27]([CH2:40][C:39]3[CH:42]=[CH:43][C:36]([F:35])=[CH:37][CH:38]=3)([C:31]([O:33][CH3:34])=[O:32])[CH2:26]2)[C:18]2[CH:23]=[CH:22][CH:21]=[CH:20][CH:19]=2)[CH:16]=[CH:15][CH:14]=[CH:13][CH:12]=1, predict the reactants needed to synthesize it. (3) Given the product [CH2:24]([C:18]1[CH:19]=[CH:20][CH:21]=[C:22]([CH3:23])[C:17]=1[CH2:16][NH:15][C:7]1[C:8]2[N:9]([C:11]([CH3:14])=[N:12][N:13]=2)[CH:10]=[C:5]([C:3]([OH:4])=[O:2])[CH:6]=1)[CH3:25], predict the reactants needed to synthesize it. The reactants are: C[O:2][C:3]([C:5]1[CH:6]=[C:7]([NH:15][CH2:16][C:17]2[C:22]([CH3:23])=[CH:21][CH:20]=[CH:19][C:18]=2[CH2:24][CH3:25])[C:8]2[N:9]([C:11]([CH3:14])=[N:12][N:13]=2)[CH:10]=1)=[O:4].[OH-].[Na+]. (4) Given the product [ClH:32].[Cl:32][C:33]1[CH:38]=[CH:37][C:36]([C:39]2[N:44]=[C:43]([C:45]([NH:65][C:66]3([C:72]([OH:74])=[O:73])[CH2:71][CH2:70][CH2:69][CH2:68][CH2:67]3)=[O:47])[CH:42]=[CH:41][C:40]=2[C:48]2[C:49]([O:56][CH3:57])=[CH:50][CH:51]=[CH:52][C:53]=2[O:54][CH3:55])=[CH:35][C:34]=1[O:58][CH2:59][CH2:60][CH2:61][N:62]([CH3:64])[CH3:63], predict the reactants needed to synthesize it. The reactants are: C(N(C(C)C)CC)(C)C.CN(C(ON1N=NC2C=CC=CC1=2)=[N+](C)C)C.[B-](F)(F)(F)F.[Cl:32][C:33]1[CH:38]=[CH:37][C:36]([C:39]2[N:44]=[C:43]([C:45]([OH:47])=O)[CH:42]=[CH:41][C:40]=2[C:48]2[C:53]([O:54][CH3:55])=[CH:52][CH:51]=[CH:50][C:49]=2[O:56][CH3:57])=[CH:35][C:34]=1[O:58][CH2:59][CH2:60][CH2:61][N:62]([CH3:64])[CH3:63].[NH2:65][C:66]1([C:72]([OH:74])=[O:73])[CH2:71][CH2:70][CH2:69][CH2:68][CH2:67]1.C/C(/O[Si](C)(C)C)=N\[Si](C)(C)C.Cl. (5) Given the product [C:30]([C:2]1[C:11]2[C:6]3=[C:7]([C:12](=[O:28])[N:13]([C:16]4[C:17]([CH:25]([CH3:27])[CH3:26])=[CH:18][CH:19]=[CH:20][C:21]=4[CH:22]([CH3:24])[CH3:23])[C:14](=[O:15])[C:5]3=[CH:4][CH:3]=1)[CH:8]=[CH:9][CH:10]=2)#[N:31], predict the reactants needed to synthesize it. The reactants are: Br[C:2]1[C:11]2[C:6]3=[C:7]([C:12](=[O:28])[N:13]([C:16]4[C:21]([CH:22]([CH3:24])[CH3:23])=[CH:20][CH:19]=[CH:18][C:17]=4[CH:25]([CH3:27])[CH3:26])[C:14](=[O:15])[C:5]3=[CH:4][CH:3]=1)[CH:8]=[CH:9][CH:10]=2.[Cu][C:30]#[N:31].O. (6) Given the product [C:14]([O:18][C:19]([N:21]1[CH2:26][CH2:25][CH:24]([CH2:27][CH2:28][CH2:29][S:13][C:10]2[CH:11]=[CH:12][C:7]([S:4]([CH3:3])(=[O:6])=[O:5])=[CH:8][CH:9]=2)[CH2:23][CH2:22]1)=[O:20])([CH3:17])([CH3:16])[CH3:15], predict the reactants needed to synthesize it. The reactants are: [H-].[Na+].[CH3:3][S:4]([C:7]1[CH:12]=[CH:11][C:10]([SH:13])=[CH:9][CH:8]=1)(=[O:6])=[O:5].[C:14]([O:18][C:19]([N:21]1[CH2:26][CH2:25][CH:24]([CH2:27][CH2:28][CH2:29]OS(C)(=O)=O)[CH2:23][CH2:22]1)=[O:20])([CH3:17])([CH3:16])[CH3:15]. (7) Given the product [Cl:2][C:3]1[C:4]([F:41])=[C:5]([C@@H:9]2[C@:13]([C:16]3[CH:21]=[CH:20][C:19]([Cl:22])=[CH:18][C:17]=3[F:23])([C:14]#[N:15])[C@H:12]([CH2:24][C:25]([CH3:26])([CH3:28])[CH3:27])[NH:11][C@H:10]2[C:29]([N:31]2[CH2:36][CH2:35][CH:34]([CH2:37][C:38]([NH:78][CH2:77][CH:76]([OH:75])[CH3:79])=[O:40])[CH2:33][CH2:32]2)=[O:30])[CH:6]=[CH:7][CH:8]=1, predict the reactants needed to synthesize it. The reactants are: Cl.[Cl:2][C:3]1[C:4]([F:41])=[C:5]([C@@H:9]2[C@:13]([C:16]3[CH:21]=[CH:20][C:19]([Cl:22])=[CH:18][C:17]=3[F:23])([C:14]#[N:15])[C@H:12]([CH2:24][C:25]([CH3:28])([CH3:27])[CH3:26])[NH:11][C@H:10]2[C:29]([N:31]2[CH2:36][CH2:35][CH:34]([CH2:37][C:38]([OH:40])=O)[CH2:33][CH2:32]2)=[O:30])[CH:6]=[CH:7][CH:8]=1.CN(C(ON1N=NC2C=CC=NC1=2)=[N+](C)C)C.F[P-](F)(F)(F)(F)F.CCN(C(C)C)C(C)C.[OH:75][CH:76]([CH3:79])[CH2:77][NH2:78]. (8) Given the product [CH2:45]([N:9]1[C:10]2[C:15](=[CH:14][CH:13]=[C:12]([C:16]([O:18][CH3:19])=[O:17])[CH:11]=2)[C:7]([CH:1]2[CH2:6][CH2:5][CH2:4][CH2:3][CH2:2]2)=[C:8]1[C:20]1[CH:25]=[CH:24][CH:23]=[CH:22][C:21]=1[CH2:26][O:27][Si:28]([CH:32]([CH3:34])[CH3:33])([CH:29]([CH3:31])[CH3:30])[CH:35]([CH3:37])[CH3:36])[CH:44]=[CH2:43], predict the reactants needed to synthesize it. The reactants are: [CH:1]1([C:7]2[C:15]3[C:10](=[CH:11][C:12]([C:16]([O:18][CH3:19])=[O:17])=[CH:13][CH:14]=3)[NH:9][C:8]=2[C:20]2[CH:25]=[CH:24][CH:23]=[CH:22][C:21]=2[CH2:26][O:27][Si:28]([CH:35]([CH3:37])[CH3:36])([CH:32]([CH3:34])[CH3:33])[CH:29]([CH3:31])[CH3:30])[CH2:6][CH2:5][CH2:4][CH2:3][CH2:2]1.CN(C=O)C.[CH2:43](Br)[CH:44]=[CH2:45].